Dataset: Full USPTO retrosynthesis dataset with 1.9M reactions from patents (1976-2016). Task: Predict the reactants needed to synthesize the given product. (1) Given the product [F:22][C:23]([F:34])([F:33])[C:24]1[CH:29]=[CH:28][CH:27]=[CH:26][C:25]=1[C:8]1[CH:9]=[CH:10][C:11]2[N:12]([C:14]([C:17]([O:19][CH2:20][CH3:21])=[O:18])=[CH:15][N:16]=2)[N:13]=1, predict the reactants needed to synthesize it. The reactants are: C([O-])([O-])=O.[Cs+].[Cs+].Cl[C:8]1[CH:9]=[CH:10][C:11]2[N:12]([C:14]([C:17]([O:19][CH2:20][CH3:21])=[O:18])=[CH:15][N:16]=2)[N:13]=1.[F:22][C:23]([F:34])([F:33])[C:24]1[CH:29]=[CH:28][CH:27]=[CH:26][C:25]=1B(O)O. (2) Given the product [Br:23][C:20]1[CH:21]=[CH:22][C:17]([C:3]2[C:4]([NH:8][S:9](=[O:16])(=[O:15])[NH:10][CH2:11][CH2:12][O:13][CH3:14])=[N:5][CH:6]=[N:7][C:2]=2[O:26][CH2:25][CH2:24][OH:27])=[CH:18][CH:19]=1, predict the reactants needed to synthesize it. The reactants are: Cl[C:2]1[N:7]=[CH:6][N:5]=[C:4]([NH:8][S:9](=[O:16])(=[O:15])[NH:10][CH2:11][CH2:12][O:13][CH3:14])[C:3]=1[C:17]1[CH:22]=[CH:21][C:20]([Br:23])=[CH:19][CH:18]=1.[CH2:24]([OH:27])[CH2:25][OH:26]. (3) The reactants are: [Cl:1][C:2]1[CH:10]=[C:9](I)[C:5]2[O:6][CH2:7][O:8][C:4]=2[C:3]=1[NH2:12].[CH2:13]([O:16][CH2:17][CH:18]1[CH2:20][CH2:19]1)[C:14]#[CH:15].C(NC(C)C)(C)C. Given the product [Cl:1][C:2]1[CH:10]=[C:9]([C:15]#[C:14][CH2:13][O:16][CH2:17][CH:18]2[CH2:20][CH2:19]2)[C:5]2[O:6][CH2:7][O:8][C:4]=2[C:3]=1[NH2:12], predict the reactants needed to synthesize it. (4) Given the product [OH:1][C@H:2]1[C@@H:6]2[O:7][C:8]([CH3:10])([CH3:11])[O:9][C@@H:5]2[O:4][C@H:3]1[C:12]([N:40]1[CH2:45][CH2:44][O:43][CH2:42][CH2:41]1)=[O:14], predict the reactants needed to synthesize it. The reactants are: [OH:1][C@H:2]1[C@@H:6]2[O:7][C:8]([CH3:11])([CH3:10])[O:9][C@@H:5]2[O:4][C@H:3]1[C:12]([OH:14])=O.CN(C(ON1N=NC2C=CC=CC1=2)=[N+](C)C)C.F[P-](F)(F)(F)(F)F.C[N:40]1[CH2:45][CH2:44][O:43][CH2:42][CH2:41]1.N1CCOCC1. (5) Given the product [CH2:46]([O:15][C:14](=[O:16])[CH2:13][CH2:12][CH2:11][C:10]1[N:2]([CH3:1])[C:3]2[CH:4]=[CH:5][C:6]([N:17]([CH2:18][CH2:19][Cl:20])[CH2:21][CH2:22][Cl:23])=[CH:7][C:8]=2[N:9]=1)[CH2:45][CH2:44][CH2:43][CH2:42][CH2:41][CH2:40][CH2:39][CH2:38][CH2:37][CH2:36][CH2:35][CH2:34][CH2:33][CH2:32][CH2:31][CH2:30][CH2:29][CH2:28][CH2:27][CH2:26][CH3:25], predict the reactants needed to synthesize it. The reactants are: [CH3:1][N:2]1[C:10]([CH2:11][CH2:12][CH2:13][C:14]([OH:16])=[O:15])=[N:9][C:8]2[CH:7]=[C:6]([N:17]([CH2:21][CH2:22][Cl:23])[CH2:18][CH2:19][Cl:20])[CH:5]=[CH:4][C:3]1=2.Cl.[CH2:25](O)[CH2:26][CH2:27][CH2:28][CH2:29][CH2:30][CH2:31][CH2:32][CH2:33][CH2:34][CH2:35][CH2:36][CH2:37][CH2:38][CH2:39][CH2:40][CH2:41][CH2:42][CH2:43][CH2:44][CH2:45][CH3:46].C1(N=C=NC2CCCCC2)CCCCC1. (6) Given the product [Cl:31][C:10]1[CH:5]=[CH:4][CH:3]=[CH:2][C:1]=1[N:11]1[CH2:16][CH2:15][N:14]([CH2:17][CH2:18][CH2:19][CH2:20][O:21][C:22]2[CH:30]=[C:29]3[C:25]([CH:26]=[N:27][NH:28]3)=[CH:24][CH:23]=2)[CH2:13][CH2:12]1, predict the reactants needed to synthesize it. The reactants are: [C:1]1([N:11]2[CH2:16][CH2:15][N:14]([CH2:17][CH2:18][CH2:19][CH2:20][O:21][C:22]3[CH:30]=[C:29]4[C:25]([CH:26]=[N:27][NH:28]4)=[CH:24][CH:23]=3)[CH2:13][CH2:12]2)[C:10]2[C:5](=CC=CC=2)[CH:4]=[CH:3][CH:2]=1.[Cl:31]C1C=CC=CC=1N1CCNCC1. (7) Given the product [OH:11][C:12]1[CH:13]=[C:14]2[C:19](=[CH:20][C:21]=1[OH:22])[NH:18][C:17](=[O:24])[N:16]=[CH:15]2, predict the reactants needed to synthesize it. The reactants are: Cl.[NH+]1C=CC=CC=1.C([O:11][C:12]1[CH:13]=[C:14]2[C:19](=[CH:20][C:21]=1[O:22]C)[NH:18][C:17](=[O:24])[N:16]=[CH:15]2)(=O)C.N.